From a dataset of Reaction yield outcomes from USPTO patents with 853,638 reactions. Predict the reaction yield, written as a fraction of the theoretical maximum amount of product (1.0 means a 100% yield; for example, 0.34 means a 34% yield). (1) The reactants are [Cl:1][C:2]1[CH:3]=[C:4]([CH:7]=[C:8]([O:10][C:11]2[CH:16]=[C:15]([O:17]C)[CH:14]=[C:13]([F:19])[C:12]=2[Cl:20])[CH:9]=1)[C:5]#[N:6].B(Br)(Br)Br. The catalyst is C(Cl)Cl. The product is [Cl:1][C:2]1[CH:3]=[C:4]([CH:7]=[C:8]([O:10][C:11]2[CH:16]=[C:15]([OH:17])[CH:14]=[C:13]([F:19])[C:12]=2[Cl:20])[CH:9]=1)[C:5]#[N:6]. The yield is 0.350. (2) The reactants are [CH:1]1([N:5]2[CH2:11][CH2:10][CH2:9][N:8]([C:12]([N:14]3[CH2:17][CH:16]([OH:18])[CH2:15]3)=[O:13])[CH2:7][CH2:6]2)[CH2:4][CH2:3][CH2:2]1.Cl[C:20]1[CH:21]=[CH:22][C:23]([C:26]([NH:28][CH2:29][CH:30]2[CH2:32][CH2:31]2)=[O:27])=[N:24][CH:25]=1. The catalyst is CN(C=O)C. The product is [CH:1]1([N:5]2[CH2:11][CH2:10][CH2:9][N:8]([C:12]([N:14]3[CH2:15][CH:16]([O:18][C:20]4[CH:21]=[CH:22][C:23]([C:26]([NH:28][CH2:29][CH:30]5[CH2:32][CH2:31]5)=[O:27])=[N:24][CH:25]=4)[CH2:17]3)=[O:13])[CH2:7][CH2:6]2)[CH2:4][CH2:3][CH2:2]1. The yield is 0.230. (3) The reactants are Cl[C:2]1[N:7]=[C:6]([NH2:8])[N:5]=[C:4]([NH:9][C:10]2[CH:15]=[CH:14][C:13]([O:16][C:17]3[CH:22]=[CH:21][N:20]=[C:19]([CH3:23])[CH:18]=3)=[CH:12][CH:11]=2)[CH:3]=1.[NH2:24][C:25]1[CH:30]=[CH:29][C:28](B2OC(C)(C)C(C)(C)O2)=[CH:27][N:26]=1.C([O-])([O-])=O.[Na+].[Na+].[Cl-]. The catalyst is CN(C=O)C. The product is [NH3:5].[NH2:24][C:25]1[N:26]=[CH:27][C:28]([C:2]2[N:7]=[C:6]([NH2:8])[N:5]=[C:4]([NH:9][C:10]3[CH:15]=[CH:14][C:13]([O:16][C:17]4[CH:22]=[CH:21][N:20]=[C:19]([CH3:23])[CH:18]=4)=[CH:12][CH:11]=3)[CH:3]=2)=[CH:29][CH:30]=1. The yield is 0.0500. (4) The reactants are [C:1]1([P:7](=[O:20])([C:14]2[CH:19]=[CH:18][CH:17]=[CH:16][CH:15]=2)[C:8]2[CH:13]=[CH:12][CH:11]=[CH:10][CH:9]=2)[CH:6]=[CH:5][CH:4]=[CH:3][CH:2]=1.[H][H]. The catalyst is O1CCCC1.O.[Ru](=O)=O. The product is [CH:1]1([P:7](=[O:20])([CH:8]2[CH2:13][CH2:12][CH2:11][CH2:10][CH2:9]2)[CH:14]2[CH2:19][CH2:18][CH2:17][CH2:16][CH2:15]2)[CH2:2][CH2:3][CH2:4][CH2:5][CH2:6]1. The yield is 0.960. (5) The reactants are [C:1]([C:9](=[CH:15][NH:16][C:17]1[CH:22]=[CH:21][CH:20]=[CH:19][C:18]=1[C:23]([F:26])([F:25])[F:24])[C:10](OCC)=[O:11])(=[O:8])[C:2]1[CH:7]=[CH:6][CH:5]=[CH:4][CH:3]=1.CCCCCC. The catalyst is C1C=CC(C2C=CC=CC=2)=CC=1.C1C=CC(OC2C=CC=CC=2)=CC=1. The product is [OH:11][C:10]1[C:22]2[C:17](=[C:18]([C:23]([F:24])([F:26])[F:25])[CH:19]=[CH:20][CH:21]=2)[N:16]=[CH:15][C:9]=1[C:1]([C:2]1[CH:7]=[CH:6][CH:5]=[CH:4][CH:3]=1)=[O:8]. The yield is 0.640. (6) The reactants are [CH3:1][O:2][C:3](=[O:15])[C:4](=O)[CH2:5][C:6]([C:8]1[CH:13]=[N:12][CH:11]=[CH:10][N:9]=1)=O.[Cl:16][C:17]1[N:18]=[N:19][C:20]([NH:23][NH2:24])=[CH:21][CH:22]=1.Cl.C(=O)([O-])O.[Na+]. The catalyst is CO.C(OCC)(=O)C. The product is [CH3:1][O:2][C:3]([C:4]1[CH:5]=[C:6]([C:8]2[CH:13]=[N:12][CH:11]=[CH:10][N:9]=2)[N:23]([C:20]2[N:19]=[N:18][C:17]([Cl:16])=[CH:22][CH:21]=2)[N:24]=1)=[O:15]. The yield is 0.600. (7) The reactants are [C:1]([Si:5]([C:25]1[CH:30]=[CH:29][CH:28]=[CH:27][CH:26]=1)([C:19]1[CH:24]=[CH:23][CH:22]=[CH:21][CH:20]=1)[O:6][CH2:7][C:8]#[C:9][CH2:10][CH2:11][O:12]C1CCCCO1)([CH3:4])([CH3:3])[CH3:2].CC1C=CC(S([O-])(=O)=O)=CC=1.C1C=C[NH+]=CC=1. The catalyst is CO. The product is [C:1]([Si:5]([C:19]1[CH:24]=[CH:23][CH:22]=[CH:21][CH:20]=1)([C:25]1[CH:30]=[CH:29][CH:28]=[CH:27][CH:26]=1)[O:6][CH2:7][C:8]#[C:9][CH2:10][CH2:11][OH:12])([CH3:4])([CH3:2])[CH3:3]. The yield is 0.780. (8) The catalyst is C1COCC1. The yield is 0.623. The reactants are [SH:1][C:2]1[CH:7]=[CH:6][C:5]([CH2:8][CH2:9][C:10]([OH:12])=[O:11])=[CH:4][CH:3]=1.[H-].[Na+].Br[CH2:16][C:17]1[CH:26]=[CH:25][CH:24]=[CH:23][C:18]=1[C:19]([O:21][CH3:22])=[O:20].O. The product is [CH3:22][O:21][C:19]([C:18]1[CH:23]=[CH:24][CH:25]=[CH:26][C:17]=1[CH2:16][S:1][C:2]1[CH:3]=[CH:4][C:5]([CH2:8][CH2:9][C:10]([OH:12])=[O:11])=[CH:6][CH:7]=1)=[O:20].